From a dataset of Full USPTO retrosynthesis dataset with 1.9M reactions from patents (1976-2016). Predict the reactants needed to synthesize the given product. (1) Given the product [N:35]1([C:20](=[O:22])[C@@H:19]([NH:18][S:15]([C:3]2[CH:4]=[CH:5][CH:6]=[C:7]([N:8]3[CH2:13][CH2:12][O:11][CH2:10][C:9]3=[O:14])[C:2]=2[Cl:1])(=[O:17])=[O:16])[CH2:23][C:24]2[CH:28]=[C:27]([C:29]3[S:30][C:31]([Cl:34])=[CH:32][CH:33]=3)[O:26][N:25]=2)[CH2:41][CH2:40][CH2:39][CH2:38][CH2:37][CH2:36]1, predict the reactants needed to synthesize it. The reactants are: [Cl:1][C:2]1[C:7]([N:8]2[CH2:13][CH2:12][O:11][CH2:10][C:9]2=[O:14])=[CH:6][CH:5]=[CH:4][C:3]=1[S:15]([NH:18][C@@H:19]([CH2:23][C:24]1[CH:28]=[C:27]([C:29]2[S:30][C:31]([Cl:34])=[CH:32][CH:33]=2)[O:26][N:25]=1)[C:20]([OH:22])=O)(=[O:17])=[O:16].[NH:35]1[CH2:41][CH2:40][CH2:39][CH2:38][CH2:37][CH2:36]1. (2) Given the product [F:1][C:2]1[CH:7]=[CH:6][CH:5]=[CH:4][C:3]=1[N:8]1[C:17]2[C:12](=[CH:13][C:14]([F:23])=[C:15]([N:18]3[CH2:22][CH2:21][CH2:20][CH2:19]3)[CH:16]=2)[C:11](=[O:24])[N:10]([OH:25])[C:9]1=[O:33], predict the reactants needed to synthesize it. The reactants are: [F:1][C:2]1[CH:7]=[CH:6][CH:5]=[CH:4][C:3]=1[N:8]1[C:17]2[C:12](=[CH:13][C:14]([F:23])=[C:15]([N:18]3[CH2:22][CH2:21][CH2:20][CH2:19]3)[CH:16]=2)[C:11](=[O:24])[N:10]([O:25]CC2C=CC=CC=2)[C:9]1=[O:33]. (3) Given the product [CH2:1]([C:8]1([C:13]2[CH:14]=[C:15]([CH:27]=[CH:28][CH:29]=2)[CH2:16][NH:17][S:18]([C:21]2[CH:22]=[N:23][N:24]([CH3:26])[CH:25]=2)(=[O:20])=[O:19])[CH2:12][CH2:11][N:10]([CH3:30])[CH2:9]1)[C:2]1[CH:7]=[CH:6][CH:5]=[CH:4][CH:3]=1, predict the reactants needed to synthesize it. The reactants are: [CH2:1]([C:8]1([C:13]2[CH:14]=[C:15]([CH:27]=[CH:28][CH:29]=2)[CH2:16][NH:17][S:18]([C:21]2[CH:22]=[N:23][N:24]([CH3:26])[CH:25]=2)(=[O:20])=[O:19])[CH2:12][CH2:11][NH:10][CH2:9]1)[C:2]1[CH:7]=[CH:6][CH:5]=[CH:4][CH:3]=1.[CH2:30]=O. (4) Given the product [O:19]1[C:15]([C:11]2[CH:10]=[C:9]([OH:8])[CH:14]=[CH:13][CH:12]=2)=[CH:16][N:17]=[CH:18]1, predict the reactants needed to synthesize it. The reactants are: C([O:8][C:9]1[CH:10]=[C:11]([C:15]2[O:19][CH:18]=[N:17][CH:16]=2)[CH:12]=[CH:13][CH:14]=1)C1C=CC=CC=1.O1CCCC1. (5) The reactants are: C([O:3][C:4]([C:6]1[CH:7]=[N:8][N:9]2[C:14](=[O:15])[C:13]([CH2:16][CH3:17])=[C:12]([CH3:18])[NH:11][C:10]=12)=O)C.O.[NH2:20][NH2:21]. Given the product [CH2:16]([C:13]1[C:14](=[O:15])[N:9]2[N:8]=[CH:7][C:6]([C:4]([NH:20][NH2:21])=[O:3])=[C:10]2[NH:11][C:12]=1[CH3:18])[CH3:17], predict the reactants needed to synthesize it. (6) The reactants are: [NH2:1][C:2]1[C:11]2[C:6](=[C:7](I)[C:8]([F:12])=[CH:9][CH:10]=2)[N:5]=[N:4][C:3]=1[C:14]([NH:16][CH:17]1[CH2:19][CH2:18]1)=[O:15].[CH3:20][O:21][C:22]1[N:27]=[C:26]([O:28][CH3:29])[C:25](B(O)O)=[CH:24][N:23]=1. Given the product [NH2:1][C:2]1[C:11]2[C:6](=[C:7]([C:25]3[C:26]([O:28][CH3:29])=[N:27][C:22]([O:21][CH3:20])=[N:23][CH:24]=3)[C:8]([F:12])=[CH:9][CH:10]=2)[N:5]=[N:4][C:3]=1[C:14]([NH:16][CH:17]1[CH2:19][CH2:18]1)=[O:15], predict the reactants needed to synthesize it.